From a dataset of Forward reaction prediction with 1.9M reactions from USPTO patents (1976-2016). Predict the product of the given reaction. The product is: [CH2:3]([O:7][C:8]1[CH:13]=[C:12](/[CH:14]=[C:15](\[CH3:21])/[C:16]([OH:18])=[O:17])[CH:11]=[CH:10][C:9]=1[C:22]1[CH:27]=[CH:26][CH:25]=[C:24]([N:28]([CH3:37])[C:29]([NH:31][CH2:32][CH2:33][CH2:34][CH2:35][CH3:36])=[O:30])[CH:23]=1)[CH2:4][CH2:5][CH3:6]. Given the reactants [OH-].[Na+].[CH2:3]([O:7][C:8]1[CH:13]=[C:12](/[CH:14]=[C:15](\[CH3:21])/[C:16]([O:18]CC)=[O:17])[CH:11]=[CH:10][C:9]=1[C:22]1[CH:27]=[CH:26][CH:25]=[C:24]([N:28]([CH3:37])[C:29]([NH:31][CH2:32][CH2:33][CH2:34][CH2:35][CH3:36])=[O:30])[CH:23]=1)[CH2:4][CH2:5][CH3:6], predict the reaction product.